This data is from Catalyst prediction with 721,799 reactions and 888 catalyst types from USPTO. The task is: Predict which catalyst facilitates the given reaction. (1) Reactant: [F:1][C:2]1[CH:9]=[CH:8][C:7]([C:10]2[N:11]=[C:12]([CH:22]([CH3:24])[CH3:23])[NH:13][C:14]=2[C:15]2[CH:20]=[CH:19][CH:18]=[C:17]([CH3:21])[N:16]=2)=[CH:6][C:3]=1[C:4]#[N:5].[H-].C([Al+]C[CH:32]([CH3:34])C)C(C)C.[Cl-].[NH4+:36].O.N.C(C=O)=O. Product: [F:1][C:2]1[CH:9]=[CH:8][C:7]([C:10]2[N:11]=[C:12]([CH:22]([CH3:24])[CH3:23])[NH:13][C:14]=2[C:15]2[CH:20]=[CH:19][CH:18]=[C:17]([CH3:21])[N:16]=2)=[CH:6][C:3]=1[C:4]1[NH:36][CH:32]=[CH:34][N:5]=1. The catalyst class is: 390. (2) Reactant: Cl.[NH2:2][CH2:3][CH:4]([C:9]1[CH:14]=[CH:13][C:12]([Cl:15])=[CH:11][CH:10]=1)[C:5]([O:7][CH3:8])=[O:6].C1COCC1.CCN(C(C)C)C(C)C.O([CH2:38][C:39]([F:42])([F:41])[F:40])S(C(F)(F)F)(=O)=O. Product: [Cl:15][C:12]1[CH:11]=[CH:10][C:9]([CH:4]([CH2:3][NH:2][CH2:38][C:39]([F:42])([F:41])[F:40])[C:5]([O:7][CH3:8])=[O:6])=[CH:14][CH:13]=1. The catalyst class is: 3. (3) Reactant: [CH:1]([O:4][C:5]1[CH:10]=[CH:9][C:8]([N:11]2[C:16](=[O:17])[C:15]([CH2:18][C:19]3[CH:24]=[CH:23][C:22]([C:25]4[CH:30]=[CH:29][CH:28]=[CH:27][C:26]=4[C:31]4[NH:35][C:34](=[O:36])[O:33][N:32]=4)=[CH:21][CH:20]=3)=[C:14]([CH2:37][CH2:38][CH3:39])[N:13]=[C:12]2[CH3:40])=[CH:7][CH:6]=1)([CH3:3])[CH3:2].C(OC(C)C)(C)C.C(OCC)(=O)CCCCC.[K:58]. Product: [K:58].[CH:1]([O:4][C:5]1[CH:10]=[CH:9][C:8]([N:11]2[C:16](=[O:17])[C:15]([CH2:18][C:19]3[CH:24]=[CH:23][C:22]([C:25]4[CH:30]=[CH:29][CH:28]=[CH:27][C:26]=4[C:31]4[NH:35][C:34](=[O:36])[O:33][N:32]=4)=[CH:21][CH:20]=3)=[C:14]([CH2:37][CH2:38][CH3:39])[N:13]=[C:12]2[CH3:40])=[CH:7][CH:6]=1)([CH3:3])[CH3:2]. The catalyst class is: 8.